Task: Predict which catalyst facilitates the given reaction.. Dataset: Catalyst prediction with 721,799 reactions and 888 catalyst types from USPTO (1) Product: [ClH:40].[O:1]1[C:10]2[CH:9]=[C:8]([CH2:11][NH:12][CH:20]3[CH2:25][CH2:24][N:23]([CH2:26][CH2:27][N:28]4[C:37]5[C:32](=[N:33][CH:34]=[C:35]([F:38])[CH:36]=5)[CH:31]=[CH:30][C:29]4=[O:39])[CH2:22][CH2:21]3)[N:7]=[CH:6][C:5]=2[O:4][CH2:3][CH2:2]1. Reactant: [O:1]1[C:10]2[CH:9]=[C:8]([CH2:11][N:12]([CH:20]3[CH2:25][CH2:24][N:23]([CH2:26][CH2:27][N:28]4[C:37]5[C:32](=[N:33][CH:34]=[C:35]([F:38])[CH:36]=5)[CH:31]=[CH:30][C:29]4=[O:39])[CH2:22][CH2:21]3)C(=O)OC(C)(C)C)[N:7]=[CH:6][C:5]=2[O:4][CH2:3][CH2:2]1.[ClH:40].C(O)C. The catalyst class is: 8. (2) Reactant: [O:1]1[C:5]2([CH2:10][CH2:9][CH:8]([OH:11])[CH2:7][CH2:6]2)[O:4][CH2:3][CH2:2]1.CC(C)([O-])C.[K+].[Cl:18][C:19]1[C:20](F)=[CH:21][C:22]([F:28])=[C:23]([CH:27]=1)[C:24]([OH:26])=[O:25]. Product: [O:1]1[C:5]2([CH2:10][CH2:9][CH:8]([O:11][C:20]3[C:19]([Cl:18])=[CH:27][C:23]([C:24]([OH:26])=[O:25])=[C:22]([F:28])[CH:21]=3)[CH2:7][CH2:6]2)[O:4][CH2:3][CH2:2]1. The catalyst class is: 16.